Dataset: Forward reaction prediction with 1.9M reactions from USPTO patents (1976-2016). Task: Predict the product of the given reaction. (1) Given the reactants C[O:2][C:3](=[O:26])[CH2:4][C:5]1[CH:10]=[CH:9][CH:8]=[C:7]([O:11][C:12]2[CH:17]=[CH:16][C:15]([Br:18])=[CH:14][C:13]=2[CH2:19][N:20]2[CH2:24][CH2:23][O:22][C:21]2=[O:25])[CH:6]=1.[OH-].[Li+].Cl, predict the reaction product. The product is: [Br:18][C:15]1[CH:16]=[CH:17][C:12]([O:11][C:7]2[CH:6]=[C:5]([CH2:4][C:3]([OH:26])=[O:2])[CH:10]=[CH:9][CH:8]=2)=[C:13]([CH2:19][N:20]2[CH2:24][CH2:23][O:22][C:21]2=[O:25])[CH:14]=1. (2) Given the reactants C([O:3][C:4](=[O:30])[CH2:5][C:6]1[C:7]([CH3:29])=[C:8]([S:16][C:17]2[CH:22]=[CH:21][C:20]([C:23]3[CH:24]=[N:25][CH:26]=[N:27][CH:28]=3)=[CH:19][CH:18]=2)[N:9]2[C:14]=1[CH:13]=[CH:12][C:11]([F:15])=[CH:10]2)C.[OH-].[Na+], predict the reaction product. The product is: [F:15][C:11]1[CH:12]=[CH:13][C:14]2[N:9]([C:8]([S:16][C:17]3[CH:18]=[CH:19][C:20]([C:23]4[CH:24]=[N:25][CH:26]=[N:27][CH:28]=4)=[CH:21][CH:22]=3)=[C:7]([CH3:29])[C:6]=2[CH2:5][C:4]([OH:30])=[O:3])[CH:10]=1.